From a dataset of Reaction yield outcomes from USPTO patents with 853,638 reactions. Predict the reaction yield, written as a fraction of the theoretical maximum amount of product (1.0 means a 100% yield; for example, 0.34 means a 34% yield). (1) The reactants are [OH-].[Na+].[CH3:3][C:4]1[C:9]([CH:10]([CH2:15][CH2:16][CH3:17])[C:11]([O:13]C)=[O:12])=[C:8]([C:18]2[CH:23]=[CH:22][C:21]([CH3:24])=[CH:20][CH:19]=2)[N:7]=[C:6]([N:25]2[CH2:30][CH2:29][CH2:28][CH:27]([C:31]3[CH:36]=[CH:35][CH:34]=[CH:33][CH:32]=3)[CH2:26]2)[N:5]=1. The catalyst is CO. The product is [CH3:3][C:4]1[C:9]([CH:10]([CH2:15][CH2:16][CH3:17])[C:11]([OH:13])=[O:12])=[C:8]([C:18]2[CH:23]=[CH:22][C:21]([CH3:24])=[CH:20][CH:19]=2)[N:7]=[C:6]([N:25]2[CH2:30][CH2:29][CH2:28][CH:27]([C:31]3[CH:32]=[CH:33][CH:34]=[CH:35][CH:36]=3)[CH2:26]2)[N:5]=1. The yield is 0.310. (2) The reactants are [Br:1][C:2]1[CH:7]=[CH:6][C:5]([OH:8])=[CH:4][C:3]=1[F:9].C1(P(C2C=CC=CC=2)C2C=CC=CC=2)C=CC=CC=1.[CH3:29][N:30]1[CH2:35][CH2:34][N:33]([CH2:36][CH2:37]O)[CH2:32][CH2:31]1.N(C(OC(C)C)=O)=NC(OC(C)C)=O. The catalyst is C(Cl)Cl. The product is [Br:1][C:2]1[CH:7]=[CH:6][C:5]([O:8][CH2:37][CH2:36][N:33]2[CH2:34][CH2:35][N:30]([CH3:29])[CH2:31][CH2:32]2)=[CH:4][C:3]=1[F:9]. The yield is 0.330. (3) The catalyst is O1CCOCC1.O.CC([O-])=O.CC([O-])=O.[Pd+2]. The reactants are Cl[C:2]1[N:7]=[C:6]([CH2:8][CH2:9][C:10]2[CH:15]=[CH:14][CH:13]=[CH:12][C:11]=2[C:16]2([C:19]([NH2:21])=[O:20])[CH2:18][CH2:17]2)[C:5]([Cl:22])=[CH:4][N:3]=1.C([O-])([O-])=O.[Cs+].[Cs+].[NH2:29][C:30]1[CH:31]=[N:32][CH:33]=[CH:34][CH:35]=1.CC1(C)C2C(=C(P(C3C=CC=CC=3)C3C=CC=CC=3)C=CC=2)OC2C(P(C3C=CC=CC=3)C3C=CC=CC=3)=CC=CC1=2. The product is [Cl:22][C:5]1[C:6]([CH2:8][CH2:9][C:10]2[CH:15]=[CH:14][CH:13]=[CH:12][C:11]=2[C:16]2([C:19]([NH2:21])=[O:20])[CH2:18][CH2:17]2)=[N:7][C:2]([NH:29][C:30]2[CH:31]=[N:32][CH:33]=[CH:34][CH:35]=2)=[N:3][CH:4]=1. The yield is 0.250. (4) The reactants are I[CH3:2].[C:3]([C:5]1[CH:10]=[CH:9][C:8]([NH:11][C:12]([NH2:14])=[S:13])=[CH:7][CH:6]=1)#[N:4]. The catalyst is CC(C)=O. The product is [C:3]([C:5]1[CH:6]=[CH:7][C:8]([N:11]=[C:12]([S:13][CH3:2])[NH2:14])=[CH:9][CH:10]=1)#[N:4]. The yield is 0.840. (5) The reactants are [OH:1][CH2:2][C@H:3]1[C@@H:7]([OH:8])[CH:6]=[CH:5][CH2:4]1.ClC1C=CC=C(C(OO)=[O:17])C=1. The catalyst is C(Cl)Cl. The product is [OH:1][CH2:2][C@@H:3]1[CH2:4][C@H:5]2[C@H:6]([O:17]2)[C@@H:7]1[OH:8]. The yield is 0.760.